Dataset: Peptide-MHC class I binding affinity with 185,985 pairs from IEDB/IMGT. Task: Regression. Given a peptide amino acid sequence and an MHC pseudo amino acid sequence, predict their binding affinity value. This is MHC class I binding data. (1) The peptide sequence is NAMSFDGFIR. The MHC is HLA-A11:01 with pseudo-sequence HLA-A11:01. The binding affinity (normalized) is 0.448. (2) The peptide sequence is SVRDRLARL. The MHC is HLA-A30:02 with pseudo-sequence HLA-A30:02. The binding affinity (normalized) is 0.106. (3) The peptide sequence is IADMGHLKY. The MHC is HLA-B40:01 with pseudo-sequence HLA-B40:01. The binding affinity (normalized) is 0.0847.